From a dataset of Forward reaction prediction with 1.9M reactions from USPTO patents (1976-2016). Predict the product of the given reaction. (1) Given the reactants [Cl:1][C:2]1[CH:3]=[C:4]2[C:8](=[CH:9][CH:10]=1)[NH:7][CH:6]=[C:5]2[CH2:11][CH2:12][NH:13][C:14](=[O:22])[C:15]1[CH:20]=[CH:19][CH:18]=[C:17](I)[CH:16]=1.[C:23]1([CH3:32])[CH:28]=[CH:27][CH:26]=[CH:25][C:24]=1B(O)O.C(=O)([O-])[O-].[Na+].[Na+], predict the reaction product. The product is: [Cl:1][C:2]1[CH:3]=[C:4]2[C:8](=[CH:9][CH:10]=1)[NH:7][CH:6]=[C:5]2[CH2:11][CH2:12][NH:13][C:14]([C:15]1[CH:16]=[C:17]([C:24]2[CH:25]=[CH:26][CH:27]=[CH:28][C:23]=2[CH3:32])[CH:18]=[CH:19][CH:20]=1)=[O:22]. (2) Given the reactants [CH3:1][C:2]1[CH:22]=[C:21]([C:23]2[C:27]([CH3:28])=[C:26]([C:29]([O:31]CC)=[O:30])[N:25]([CH2:34][CH3:35])[N:24]=2)[CH:20]=[CH:19][C:3]=1[O:4][CH2:5][C:6]1[CH:11]=[CH:10][CH:9]=[CH:8][C:7]=1[N:12]1[C:16](=[O:17])[N:15]([CH3:18])[N:14]=[N:13]1.CC1C=C(C2C(C)=C(C(OCC)=O)N(C)N=2)C=CC=1OCC1C=CC=CC=1N1C(=O)N(C)N=N1, predict the reaction product. The product is: [CH2:34]([N:25]1[C:26]([C:29]([OH:31])=[O:30])=[C:27]([CH3:28])[C:23]([C:21]2[CH:20]=[CH:19][C:3]([O:4][CH2:5][C:6]3[CH:11]=[CH:10][CH:9]=[CH:8][C:7]=3[N:12]3[C:16](=[O:17])[N:15]([CH3:18])[N:14]=[N:13]3)=[C:2]([CH3:1])[CH:22]=2)=[N:24]1)[CH3:35]. (3) Given the reactants [N:1]1([C:7]2[C:16]3[C:11](=[CH:12][CH:13]=[C:14]([C:17]4[CH:18]=[C:19]([NH2:23])[CH:20]=[N:21][CH:22]=4)[CH:15]=3)[N:10]=[CH:9][N:8]=2)[CH2:6][CH2:5][O:4][CH2:3][CH2:2]1.N1C=CC=CC=1.[C:30]1([S:36](Cl)(=[O:38])=[O:37])[CH:35]=[CH:34][CH:33]=[CH:32][CH:31]=1, predict the reaction product. The product is: [N:1]1([C:7]2[C:16]3[C:11](=[CH:12][CH:13]=[C:14]([C:17]4[CH:18]=[C:19]([NH:23][S:36]([C:30]5[CH:35]=[CH:34][CH:33]=[CH:32][CH:31]=5)(=[O:38])=[O:37])[CH:20]=[N:21][CH:22]=4)[CH:15]=3)[N:10]=[CH:9][N:8]=2)[CH2:6][CH2:5][O:4][CH2:3][CH2:2]1. (4) Given the reactants [Cl:1][C:2]1[CH:3]=[CH:4][C:5]([O:28][CH:29]([F:31])[F:30])=[C:6]([C:8]2[C:13]([O:14][CH3:15])=[CH:12][N:11]([CH:16]([CH2:20][CH2:21][O:22][C:23]([F:26])([F:25])[F:24])[C:17](O)=[O:18])[C:10](=[O:27])[CH:9]=2)[CH:7]=1.[NH2:32][C:33]1[CH:45]=[CH:44][C:36]([C:37]([O:39][C:40]([CH3:43])([CH3:42])[CH3:41])=[O:38])=[CH:35][CH:34]=1, predict the reaction product. The product is: [Cl:1][C:2]1[CH:3]=[CH:4][C:5]([O:28][CH:29]([F:30])[F:31])=[C:6]([C:8]2[C:13]([O:14][CH3:15])=[CH:12][N:11]([CH:16]([CH2:20][CH2:21][O:22][C:23]([F:26])([F:25])[F:24])[C:17]([NH:32][C:33]3[CH:45]=[CH:44][C:36]([C:37]([O:39][C:40]([CH3:41])([CH3:42])[CH3:43])=[O:38])=[CH:35][CH:34]=3)=[O:18])[C:10](=[O:27])[CH:9]=2)[CH:7]=1. (5) Given the reactants [C:1]1(=[N:7][OH:8])[CH2:6][CH2:5][CH2:4][CH2:3][CH2:2]1.C([O-])(=O)C.C([O-])(=O)C.C([O-])(=O)C.C([O-])(=O)C.[Pb+4].[P:26]([O-:38])([O:33][CH2:34][CH2:35][CH2:36][CH3:37])([O:28][CH2:29][CH2:30][CH2:31][CH3:32])=[O:27], predict the reaction product. The product is: [P:26]([O:38][C:1]1([N:7]=[O:8])[CH2:6][CH2:5][CH2:4][CH2:3][CH2:2]1)([O:28][CH2:29][CH2:30][CH2:31][CH3:32])([O:33][CH2:34][CH2:35][CH2:36][CH3:37])=[O:27]. (6) The product is: [C:1]([O:5][C:6](=[O:18])[CH2:7][CH2:8][C:9]1[CH:10]=[C:11]([CH:15]=[CH:16][CH:17]=1)[C:12]([NH:52][C:53]1[CH:58]=[CH:57][CH:56]=[CH:55][C:54]=1/[CH:59]=[CH:60]/[C:61]([O:63][CH3:64])=[O:62])=[O:14])([CH3:2])([CH3:3])[CH3:4]. Given the reactants [C:1]([O:5][C:6](=[O:18])[CH2:7][CH2:8][C:9]1[CH:10]=[C:11]([CH:15]=[CH:16][CH:17]=1)[C:12]([OH:14])=O)([CH3:4])([CH3:3])[CH3:2].CN(C(ON1N=NC2C=CC=NC1=2)=[N+](C)C)C.F[P-](F)(F)(F)(F)F.CCN(C(C)C)C(C)C.[NH2:52][C:53]1[CH:58]=[CH:57][CH:56]=[CH:55][C:54]=1/[CH:59]=[CH:60]/[C:61]([O:63][CH3:64])=[O:62], predict the reaction product. (7) Given the reactants Cl[CH2:2][CH2:3][CH2:4][S:5]([N:8]1[CH2:13][CH2:12][CH:11]([C:14]2[C:22]3[C:17](=[C:18]([C:29]([NH2:31])=[O:30])[CH:19]=[C:20]([C:23]4[CH:28]=[CH:27][CH:26]=[CH:25][CH:24]=4)[CH:21]=3)[NH:16][N:15]=2)[CH2:10][CH2:9]1)(=[O:7])=[O:6].C([O-])([O-])=O.[K+].[K+].[NH2:38][CH:39]([CH2:42][OH:43])[CH2:40][OH:41].[I-].[Na+], predict the reaction product. The product is: [OH:41][CH2:40][CH:39]([NH:38][CH2:2][CH2:3][CH2:4][S:5]([N:8]1[CH2:13][CH2:12][CH:11]([C:14]2[C:22]3[C:17](=[C:18]([C:29]([NH2:31])=[O:30])[CH:19]=[C:20]([C:23]4[CH:28]=[CH:27][CH:26]=[CH:25][CH:24]=4)[CH:21]=3)[NH:16][N:15]=2)[CH2:10][CH2:9]1)(=[O:7])=[O:6])[CH2:42][OH:43]. (8) Given the reactants [CH3:1][C:2]1[NH:3][C:4](=[O:13])[CH:5]=[C:6]([C:8](OCC)=[O:9])[N:7]=1.[NH3:14], predict the reaction product. The product is: [CH3:1][C:2]1[NH:3][C:4](=[O:13])[CH:5]=[C:6]([C:8]([NH2:14])=[O:9])[N:7]=1. (9) Given the reactants [NH2:1][C:2]1[N:9]=[C:8]([C:10]2[CH:15]=[CH:14][CH:13]=[CH:12][C:11]=2[O:16][CH2:17][C:18]2[CH:23]=[CH:22][C:21]([O:24][CH3:25])=[CH:20][CH:19]=2)[CH:7]=[C:6]([C:26]2[CH:31]=[CH:30][C:29]([N:32]([CH3:34])[CH3:33])=[C:28]([NH2:35])[CH:27]=2)[C:3]=1[C:4]#[N:5].[Cl:36][CH2:37][C:38](Cl)=[O:39], predict the reaction product. The product is: [NH2:1][C:2]1[C:3]([C:4]#[N:5])=[C:6]([C:26]2[CH:31]=[CH:30][C:29]([N:32]([CH3:34])[CH3:33])=[C:28]([NH:35][C:38](=[O:39])[CH2:37][Cl:36])[CH:27]=2)[CH:7]=[C:8]([C:10]2[CH:15]=[CH:14][CH:13]=[CH:12][C:11]=2[O:16][CH2:17][C:18]2[CH:23]=[CH:22][C:21]([O:24][CH3:25])=[CH:20][CH:19]=2)[N:9]=1. (10) Given the reactants [OH:1][C:2]1[CH:9]=[CH:8][C:5]([CH:6]=[O:7])=[CH:4][CH:3]=1.Cl[C@@H:11]([CH3:14])[CH2:12][OH:13].C(=O)([O-])[O-].[Na+].[Na+], predict the reaction product. The product is: [OH:13][CH2:12][C@@H:11]([CH3:14])[O:1][C:2]1[CH:9]=[CH:8][C:5]([CH:6]=[O:7])=[CH:4][CH:3]=1.